Predict which catalyst facilitates the given reaction. From a dataset of Catalyst prediction with 721,799 reactions and 888 catalyst types from USPTO. Reactant: [OH:1][CH2:2][CH:3]([CH2:24][OH:25])[CH2:4][C:5]1[CH:6]=[C:7]([CH:21]=[CH:22][CH:23]=1)[CH2:8][C:9]1[N:10]=[C:11]([C:15]2[CH:20]=[CH:19][CH:18]=[CH:17][CH:16]=2)[O:12][C:13]=1[CH3:14].C[CH2:27][C:28](=O)[C:29]([O-:31])=[O:30].B(F)(F)F.[CH3:37]COCC.C(=O)([O-])O.[Na+]. Product: [CH3:27][C:28]1([C:29]([O:31][CH3:37])=[O:30])[O:1][CH2:2][CH:3]([CH2:4][C:5]2[CH:23]=[CH:22][CH:21]=[C:7]([CH2:8][C:9]3[N:10]=[C:11]([C:15]4[CH:20]=[CH:19][CH:18]=[CH:17][CH:16]=4)[O:12][C:13]=3[CH3:14])[CH:6]=2)[CH2:24][O:25]1. The catalyst class is: 10.